Dataset: Forward reaction prediction with 1.9M reactions from USPTO patents (1976-2016). Task: Predict the product of the given reaction. (1) The product is: [Cl:23][C:10]1[CH:11]=[C:12]([CH:17]=[C:18]([CH3:19])[C:9]=1[O:8][CH2:7][C@@H:5]1[CH2:4][O:3][C:2]([CH3:22])([CH3:1])[O:6]1)[C:13]([NH:15][OH:16])=[NH:14]. Given the reactants [CH3:1][C:2]1([CH3:22])[O:6][C@H:5]([CH2:7][O:8][C:9]2[C:18]([CH3:19])=[CH:17][C:12]([C:13]([NH:15][OH:16])=[NH:14])=[CH:11][C:10]=2CC)[CH2:4][O:3]1.[Cl:23]C1C=C(C=C(C)C=1O)C#N, predict the reaction product. (2) The product is: [CH2:13]([O:20][C:21]1[CH:30]=[C:29]2[C:24]([C:25]([O:12][C:5]3[CH:6]=[CH:7][C:8]([O:10][CH3:11])=[CH:9][C:4]=3[C:2](=[O:3])[CH3:1])=[CH:26][CH:27]=[N:28]2)=[CH:23][C:22]=1[O:32][CH3:33])[C:14]1[CH:15]=[CH:16][CH:17]=[CH:18][CH:19]=1. Given the reactants [CH3:1][C:2]([C:4]1[CH:9]=[C:8]([O:10][CH3:11])[CH:7]=[CH:6][C:5]=1[OH:12])=[O:3].[CH2:13]([O:20][C:21]1[CH:30]=[C:29]2[C:24]([C:25](Cl)=[CH:26][CH:27]=[N:28]2)=[CH:23][C:22]=1[O:32][CH3:33])[C:14]1[CH:19]=[CH:18][CH:17]=[CH:16][CH:15]=1, predict the reaction product.